The task is: Predict the reaction yield, written as a fraction of the theoretical maximum amount of product (1.0 means a 100% yield; for example, 0.34 means a 34% yield).. This data is from Reaction yield outcomes from USPTO patents with 853,638 reactions. (1) The product is [F:1][C:2]1[C:29]([NH:30][S:31]([CH2:34][CH2:35][CH3:36])(=[O:33])=[O:32])=[CH:28][CH:27]=[C:26]([F:37])[C:3]=1[C:4]([NH:6][C:7]1[CH:8]=[C:9]2[CH:15]=[C:14]([C:44]3[CH:43]=[C:42]4[C:47](=[CH:46][CH:45]=3)[N:39]([CH3:38])[CH:40]=[CH:41]4)[N:13]([S:17]([C:20]3[CH:25]=[CH:24][CH:23]=[CH:22][CH:21]=3)(=[O:19])=[O:18])[C:10]2=[N:11][CH:12]=1)=[O:5]. The catalyst is CCOC(C)=O.O.C1C=CC([P]([Pd]([P](C2C=CC=CC=2)(C2C=CC=CC=2)C2C=CC=CC=2)([P](C2C=CC=CC=2)(C2C=CC=CC=2)C2C=CC=CC=2)[P](C2C=CC=CC=2)(C2C=CC=CC=2)C2C=CC=CC=2)(C2C=CC=CC=2)C2C=CC=CC=2)=CC=1. The yield is 0.700. The reactants are [F:1][C:2]1[C:29]([NH:30][S:31]([CH2:34][CH2:35][CH3:36])(=[O:33])=[O:32])=[CH:28][CH:27]=[C:26]([F:37])[C:3]=1[C:4]([NH:6][C:7]1[CH:8]=[C:9]2[CH:15]=[C:14](I)[N:13]([S:17]([C:20]3[CH:25]=[CH:24][CH:23]=[CH:22][CH:21]=3)(=[O:19])=[O:18])[C:10]2=[N:11][CH:12]=1)=[O:5].[CH3:38][N:39]1[C:47]2[C:42](=[CH:43][C:44](B(O)O)=[CH:45][CH:46]=2)[CH:41]=[CH:40]1.C([O-])([O-])=O.[K+].[K+].CC#N.O. (2) The reactants are FC(F)(F)C(O)=O.[Br:8][C:9]1[C:10]([F:38])=[C:11]([CH:15]2[CH:19]([C:20](O)=[O:21])[NH:18][CH:17]([CH2:23][C:24]([CH3:27])([CH3:26])[CH3:25])[C:16]32[C:35]2[C:30](=[CH:31][C:32]([Cl:36])=[CH:33][CH:34]=2)[NH:29][C:28]3=[O:37])[CH:12]=[CH:13][CH:14]=1.C(N(C(C)C)CC)(C)C.C1(P(Cl)(C2C=CC=CC=2)=O)C=CC=CC=1.[NH2:63][C:64]1[CH:71]=[CH:70][C:67]([C:68]#[N:69])=[CH:66][C:65]=1[O:72][CH3:73]. No catalyst specified. The product is [C:68]([C:67]1[CH:70]=[CH:71][C:64]([NH:63][C:20]([CH:19]2[NH:18][CH:17]([CH2:23][C:24]([CH3:26])([CH3:27])[CH3:25])[C:16]3([C:35]4[C:30](=[CH:31][C:32]([Cl:36])=[CH:33][CH:34]=4)[NH:29][C:28]3=[O:37])[CH:15]2[C:11]2[CH:12]=[CH:13][CH:14]=[C:9]([Br:8])[C:10]=2[F:38])=[O:21])=[C:65]([O:72][CH3:73])[CH:66]=1)#[N:69]. The yield is 0.400. (3) The reactants are [CH:1]12[CH2:10][CH:5]3[CH2:6][CH:7]([CH2:9][CH:3]([CH2:4]3)[CH:2]1[NH:11][C:12](=[O:29])[CH2:13][N:14]1[S:19](=[O:21])(=[O:20])[N:18](C(OC(C)(C)C)=O)[CH2:17][CH2:16][CH2:15]1)[CH2:8]2.[ClH:30]. The catalyst is C(Cl)Cl.O1CCOCC1. The product is [ClH:30].[CH:1]12[CH2:10][CH:5]3[CH2:6][CH:7]([CH2:9][CH:3]([CH2:4]3)[CH:2]1[NH:11][C:12](=[O:29])[CH2:13][N:14]1[CH2:15][CH2:16][CH2:17][NH:18][S:19]1(=[O:21])=[O:20])[CH2:8]2. The yield is 0.920. (4) The reactants are Cl[C:2]1[N:7]=[C:6]([O:8][CH3:9])[N:5]=[C:4]([NH:10][C:11]2[CH:16]=[CH:15][C:14]([N:17]3[CH:21]=[CH:20][N:19]=[CH:18]3)=[CH:13][CH:12]=2)[N:3]=1.[Cl:22][C:23]1[C:28]([OH:29])=[CH:27][CH:26]=[CH:25][N:24]=1. No catalyst specified. The product is [Cl:22][C:23]1[C:28]([O:29][C:2]2[N:7]=[C:6]([O:8][CH3:9])[N:5]=[C:4]([NH:10][C:11]3[CH:16]=[CH:15][C:14]([N:17]4[CH:21]=[CH:20][N:19]=[CH:18]4)=[CH:13][CH:12]=3)[N:3]=2)=[CH:27][CH:26]=[CH:25][N:24]=1. The yield is 0.370. (5) The reactants are [CH2:1]([CH:3]1[CH2:29][CH:6]2[CH:7]([C:19]3[CH:24]=[CH:23][C:22]([O:25]COC)=[CH:21][CH:20]=3)[O:8][C:9]3[CH:10]=[CH:11][C:12]([O:15]COC)=[CH:13][C:14]=3[CH:5]2[CH2:4]1)[CH3:2].Cl.CCOC(C)=O.CCOC(C)=O.CCCCCC. The catalyst is C1COCC1. The product is [CH2:1]([C@H:3]1[CH2:29][C@H:6]2[C@@H:7]([C:19]3[CH:20]=[CH:21][C:22]([OH:25])=[CH:23][CH:24]=3)[O:8][C:9]3[CH:10]=[CH:11][C:12]([OH:15])=[CH:13][C:14]=3[C@H:5]2[CH2:4]1)[CH3:2]. The yield is 0.680. (6) The reactants are [H-].[Na+].[NH:3]1[CH:7]=[C:6]([CH:8]=[O:9])[CH:5]=[N:4]1.Br[CH2:11][CH2:12][O:13][C:14]1[CH:19]=[CH:18][CH:17]=[CH:16][CH:15]=1. The catalyst is CN(C=O)C. The product is [O:13]([CH2:12][CH2:11][N:3]1[CH:7]=[C:6]([CH:8]=[O:9])[CH:5]=[N:4]1)[C:14]1[CH:19]=[CH:18][CH:17]=[CH:16][CH:15]=1. The yield is 0.710. (7) The reactants are Cl[C:2]1[N:7]2[N:8]=[CH:9][CH:10]=[C:6]2[N:5]=[C:4]([NH:11][C:12](=[O:23])[C:13]2[CH:18]=[CH:17][C:16]([C:19]([OH:22])([CH3:21])[CH3:20])=[CH:15][CH:14]=2)[CH:3]=1.[CH:24](/B(O)O)=[CH:25]\[C:26]1[CH:31]=[CH:30][CH:29]=[CH:28][CH:27]=1.O1CCOCC1. The catalyst is CO.C1C=CC(P(C2C=CC=CC=2)[C-]2C=CC=C2)=CC=1.C1C=CC(P(C2C=CC=CC=2)[C-]2C=CC=C2)=CC=1.Cl[Pd]Cl.[Fe+2]. The product is [OH:22][C:19]([C:16]1[CH:17]=[CH:18][C:13]([C:12]([NH:11][C:4]2[CH:3]=[C:2](/[CH:24]=[CH:25]/[C:26]3[CH:31]=[CH:30][CH:29]=[CH:28][CH:27]=3)[N:7]3[N:8]=[CH:9][CH:10]=[C:6]3[N:5]=2)=[O:23])=[CH:14][CH:15]=1)([CH3:21])[CH3:20]. The yield is 0.100. (8) The reactants are [C:1]1([C:7]([C:31]2[CH:36]=[CH:35][CH:34]=[CH:33][CH:32]=2)([C:25]2[CH:30]=[CH:29][CH:28]=[CH:27][CH:26]=2)[N:8]2[CH:12]=[N:11][C:10]([O:13][CH2:14][CH2:15][O:16][C:17]3[CH:18]=[C:19]([CH2:23][NH2:24])[CH:20]=[CH:21][CH:22]=3)=[N:9]2)[CH:6]=[CH:5][CH:4]=[CH:3][CH:2]=1.[F:37][C:38]1[C:47]([F:48])=[CH:46][CH:45]=[C:44]2[C:39]=1[C:40](=[O:54])[NH:41][C:42]([C:49](OCC)=[O:50])=[N:43]2. The catalyst is C(O)C. The product is [F:37][C:38]1[C:47]([F:48])=[CH:46][CH:45]=[C:44]2[C:39]=1[C:40](=[O:54])[NH:41][C:42]([C:49]([NH:24][CH2:23][C:19]1[CH:20]=[CH:21][CH:22]=[C:17]([O:16][CH2:15][CH2:14][O:13][C:10]3[N:11]=[CH:12][N:8]([C:7]([C:1]4[CH:6]=[CH:5][CH:4]=[CH:3][CH:2]=4)([C:25]4[CH:26]=[CH:27][CH:28]=[CH:29][CH:30]=4)[C:31]4[CH:36]=[CH:35][CH:34]=[CH:33][CH:32]=4)[N:9]=3)[CH:18]=1)=[O:50])=[N:43]2. The yield is 0.410. (9) The reactants are [Cl:1][C:2]1[CH:7]=[C:6]([Cl:8])[CH:5]=[CH:4][C:3]=1[C:9](=[N:12]OS(C1C=CC(C)=CC=1)(=O)=O)[C:10]#[N:11].C(N(CC)CC)C.[C:31]([O:35][CH2:36][CH3:37])(=[O:34])[CH2:32][SH:33]. The catalyst is C(O)C. The product is [NH2:11][C:10]1[C:9]([C:3]2[CH:4]=[CH:5][C:6]([Cl:8])=[CH:7][C:2]=2[Cl:1])=[N:12][S:33][C:32]=1[C:31]([O:35][CH2:36][CH3:37])=[O:34]. The yield is 0.560.